This data is from Full USPTO retrosynthesis dataset with 1.9M reactions from patents (1976-2016). The task is: Predict the reactants needed to synthesize the given product. (1) Given the product [CH3:23][C:24]1[S:25][C:26]([S:30]([N:10]2[CH2:11][C:7]3[C:6]([NH:12][C:13]4[CH:14]=[N:15][C:16]5[C:21]([CH:22]=4)=[CH:20][CH:19]=[CH:18][CH:17]=5)=[N:5][CH:4]=[N:3][C:8]=3[CH2:9]2)(=[O:32])=[O:31])=[C:27]([CH3:29])[N:28]=1, predict the reactants needed to synthesize it. The reactants are: Cl.Cl.[N:3]1[C:8]2[CH2:9][NH:10][CH2:11][C:7]=2[C:6]([NH:12][C:13]2[CH:14]=[N:15][C:16]3[C:21]([CH:22]=2)=[CH:20][CH:19]=[CH:18][CH:17]=3)=[N:5][CH:4]=1.[CH3:23][C:24]1[S:25][C:26]([S:30](Cl)(=[O:32])=[O:31])=[C:27]([CH3:29])[N:28]=1.C(N(CC)C(C)C)(C)C.CN(C)C=O.C(NCC)C. (2) Given the product [CH3:1][NH:2][CH2:3][CH2:4][C:5]1[CH:10]=[CH:9][C:8]([O:11][C:13]2[CH:21]=[CH:20][C:16]([C:17]([NH2:19])=[O:18])=[CH:15][N:14]=2)=[CH:7][CH:6]=1, predict the reactants needed to synthesize it. The reactants are: [CH3:1][NH:2][CH2:3][CH2:4][C:5]1[CH:10]=[CH:9][C:8]([OH:11])=[CH:7][CH:6]=1.Cl[C:13]1[CH:21]=[CH:20][C:16]([C:17]([NH2:19])=[O:18])=[CH:15][N:14]=1.C(=O)([O-])[O-].[Cs+].[Cs+].C(O)C. (3) The reactants are: [CH3:1][O:2][C:3]1[CH:8]=[CH:7][C:6]([NH:9][C:10]2[C:19]3[C:14](=[CH:15][CH:16]=[C:17]([C:20](=[O:23])[NH:21][CH3:22])[CH:18]=3)[N:13]=[CH:12][C:11]=2[C:24]([OH:26])=[O:25])=[CH:5][CH:4]=1.C(N(CC)C(C)C)(C)C.Cl.Cl[CH2:38][CH2:39][N:40]1[CH2:45][CH2:44][O:43][CH2:42][CH2:41]1. Given the product [O:43]1[CH2:44][CH2:45][N:40]([CH2:39][CH2:38][O:25][C:24]([C:11]2[CH:12]=[N:13][C:14]3[C:19]([C:10]=2[NH:9][C:6]2[CH:7]=[CH:8][C:3]([O:2][CH3:1])=[CH:4][CH:5]=2)=[CH:18][C:17]([C:20](=[O:23])[NH:21][CH3:22])=[CH:16][CH:15]=3)=[O:26])[CH2:41][CH2:42]1, predict the reactants needed to synthesize it. (4) Given the product [Br:1][C:2]1[CH:3]=[N:4][C:5]([N:9]2[CH2:14][CH2:13][CH:12]([OH:15])[CH2:11][CH2:10]2)=[N:6][CH:7]=1, predict the reactants needed to synthesize it. The reactants are: [Br:1][C:2]1[CH:3]=[N:4][C:5](Cl)=[N:6][CH:7]=1.[NH:9]1[CH2:14][CH2:13][CH:12]([OH:15])[CH2:11][CH2:10]1. (5) Given the product [Br:1][C:2]1[CH:7]=[CH:6][C:5]2[C:8]3[C:18](=[CH:19][N:11]=[CH:10][CH:9]=3)[C:16]([CH3:20])([CH3:17])[O:15][C:4]=2[CH:3]=1, predict the reactants needed to synthesize it. The reactants are: [Br:1][C:2]1[CH:7]=[CH:6][C:5]([CH:8]=[CH:9][CH:10]=[N:11]N(C)C)=[C:4]([O:15][C:16]([CH3:20])([C:18]#[CH:19])[CH3:17])[CH:3]=1. (6) Given the product [Cl:26][C:6]1[CH:5]=[C:4]([CH:1]=[CH:2][CH3:3])[C:9]2[O:10][C@@H:11]([CH2:14][O:15][S:16]([C:19]3[CH:20]=[CH:21][C:22]([CH3:25])=[CH:23][CH:24]=3)(=[O:18])=[O:17])[CH2:12][O:13][C:8]=2[CH:7]=1, predict the reactants needed to synthesize it. The reactants are: [CH2:1]([C:4]1[C:9]2[O:10][CH:11]([CH2:14][O:15][S:16]([C:19]3[CH:24]=[CH:23][C:22]([CH3:25])=[CH:21][CH:20]=3)(=[O:18])=[O:17])[CH2:12][O:13][C:8]=2[CH:7]=[C:6]([Cl:26])[CH:5]=1)[CH:2]=[CH2:3]. (7) Given the product [Br:12][C:13]1[CH:14]=[C:15]2[C:19](=[CH:20][CH:21]=1)[N:18]([CH:25]1[CH2:26][CH2:27][CH2:28][CH2:29][O:24]1)[N:17]=[C:16]2[CH:22]=[O:23], predict the reactants needed to synthesize it. The reactants are: C1(C)C=CC(S(O)(=O)=O)=CC=1.[Br:12][C:13]1[CH:14]=[C:15]2[C:19](=[CH:20][CH:21]=1)[NH:18][N:17]=[C:16]2[CH:22]=[O:23].[O:24]1[CH:29]=[CH:28][CH2:27][CH2:26][CH2:25]1.